This data is from Reaction yield outcomes from USPTO patents with 853,638 reactions. The task is: Predict the reaction yield, written as a fraction of the theoretical maximum amount of product (1.0 means a 100% yield; for example, 0.34 means a 34% yield). (1) The reactants are [NH2:1][C:2]1[CH:3]=[C:4]([N:8]2[C:13](=[O:14])[N:12]([CH2:15][C:16]3[CH:21]=[CH:20][C:19]([Cl:22])=[CH:18][CH:17]=3)[C:11](=[O:23])[C:10]([O:24][CH3:25])=[N:9]2)[CH:5]=[CH:6][CH:7]=1.CCN(CC)CC.Br[CH2:34][CH2:35][CH2:36][C:37](Cl)=[O:38]. The catalyst is CN(C=O)C. The product is [Cl:22][C:19]1[CH:20]=[CH:21][C:16]([CH2:15][N:12]2[C:11](=[O:23])[C:10]([O:24][CH3:25])=[N:9][N:8]([C:4]3[CH:5]=[CH:6][CH:7]=[C:2]([N:1]4[CH2:34][CH2:35][CH2:36][C:37]4=[O:38])[CH:3]=3)[C:13]2=[O:14])=[CH:17][CH:18]=1. The yield is 0.0500. (2) The reactants are C(N[C:10]([N:12]([CH2:21][CH2:22][CH2:23][CH2:24][CH3:25])[C:13]1[N:14]=[CH:15][NH:16][C:17]=1[C:18]([NH2:20])=[O:19])=[S:11])(=O)C1C=CC=CC=1.[OH-].[Na+].Cl. The catalyst is O. The product is [CH2:21]([N:12]1[C:13]2[N:14]=[CH:15][NH:16][C:17]=2[C:18](=[O:19])[NH:20][C:10]1=[S:11])[CH2:22][CH2:23][CH2:24][CH3:25]. The yield is 0.940. (3) The catalyst is C(Cl)Cl. The product is [Br:1][CH2:2][C@@:3]([OH:16])([CH3:15])[C:4]([NH:6][C:7]1[CH:12]=[CH:11][C:10]([OH:13])=[CH:9][CH:8]=1)=[O:5]. The yield is 0.979. The reactants are [Br:1][CH2:2][C@@:3]([OH:16])([CH3:15])[C:4]([NH:6][C:7]1[CH:12]=[CH:11][C:10]([O:13]C)=[CH:9][CH:8]=1)=[O:5].B(Br)(Br)Br. (4) The reactants are [Br-].[C:2]([CH2:5][CH2:6][CH2:7][P+](C1C=CC=CC=1)(C1C=CC=CC=1)C1C=CC=CC=1)([OH:4])=[O:3].CC([O-])(C)C.[K+].[Br:33][C:34]1[CH:35]=[C:36]([CH:39]=[CH:40][CH:41]=1)[CH:37]=O. The catalyst is CS(C)=O.O. The product is [Br:33][C:34]1[CH:35]=[C:36]([CH:37]=[CH:7][CH2:6][CH2:5][C:2]([OH:4])=[O:3])[CH:39]=[CH:40][CH:41]=1. The yield is 0.380. (5) The reactants are C(N(CC)CC)C.[NH2:8][C:9]1[S:13][N:12]=[C:11]([Br:14])[C:10]=1[C:15](=[O:17])[CH3:16].ClCCl.[CH:21]1([C:24](Cl)=[O:25])[CH2:23][CH2:22]1. The catalyst is O. The product is [C:15]([C:10]1[C:11]([Br:14])=[N:12][S:13][C:9]=1[NH:8][C:24]([CH:21]1[CH2:23][CH2:22]1)=[O:25])(=[O:17])[CH3:16]. The yield is 0.600. (6) The reactants are [O:1]=[C:2]1[CH2:8][CH2:7][CH2:6][NH:5][CH2:4][CH2:3]1.Cl.[OH-].[Na+].[C:12]([O:16][C:17](OC([O-])=O)=[O:18])([CH3:15])([CH3:14])[CH3:13]. The catalyst is CC(O)(C)C.O. The product is [C:12]([O:16][C:17]([N:5]1[CH2:6][CH2:7][CH2:8][C:2](=[O:1])[CH2:3][CH2:4]1)=[O:18])([CH3:15])([CH3:14])[CH3:13]. The yield is 0.840. (7) The reactants are [Br:1][C:2]1[N:6]([C:7]([CH3:10])([CH3:9])[CH3:8])[N:5]=[CH:4][C:3]=1[C:11]1[S:12][CH:13]=[C:14]([CH2:16][C:17]([O:19]CC)=[O:18])[N:15]=1.[OH-].[Na+]. The catalyst is C(O)C.C1COCC1. The product is [Br:1][C:2]1[N:6]([C:7]([CH3:10])([CH3:9])[CH3:8])[N:5]=[CH:4][C:3]=1[C:11]1[S:12][CH:13]=[C:14]([CH2:16][C:17]([OH:19])=[O:18])[N:15]=1. The yield is 0.950.